Dataset: Retrosynthesis with 50K atom-mapped reactions and 10 reaction types from USPTO. Task: Predict the reactants needed to synthesize the given product. (1) Given the product Nc1ccc(OCc2ccccn2)c(Cl)c1, predict the reactants needed to synthesize it. The reactants are: Nc1ccc(O)c(Cl)c1.OCc1ccccn1. (2) Given the product CC1(Nc2ncc(C(F)(F)F)cc2F)CCCC1NC(=O)c1ncccc1-c1ncccn1, predict the reactants needed to synthesize it. The reactants are: CC1(Nc2ncc(C(F)(F)F)cc2F)CCCC1N.O=C(O)c1ncccc1-c1ncccn1.